This data is from Full USPTO retrosynthesis dataset with 1.9M reactions from patents (1976-2016). The task is: Predict the reactants needed to synthesize the given product. Given the product [S:16]1[CH:20]=[CH:19][C:18]([C:2]2[CH:9]=[CH:8][CH:7]=[CH:6][C:3]=2[CH:4]=[O:5])=[CH:17]1, predict the reactants needed to synthesize it. The reactants are: Br[C:2]1[CH:9]=[CH:8][CH:7]=[CH:6][C:3]=1[CH:4]=[O:5].C(=O)([O-])[O-].[Na+].[Na+].[S:16]1[CH:20]=[CH:19][C:18](B(O)O)=[CH:17]1.